From a dataset of Reaction yield outcomes from USPTO patents with 853,638 reactions. Predict the reaction yield, written as a fraction of the theoretical maximum amount of product (1.0 means a 100% yield; for example, 0.34 means a 34% yield). (1) The reactants are [C:1]([C:5]([NH:7][C:8]1[CH:13]=[CH:12][C:11]([C:14]2[CH:15]=[CH:16][C:17]3[N:18]([C:20]([C:23]4[CH:28]=[CH:27][CH:26]=[CH:25][C:24]=4[O:29][CH3:30])=[N:21][N:22]=3)[CH:19]=2)=[CH:10][CH:9]=1)=[O:6])([CH3:4])([CH3:3])[CH3:2].[H-].[Na+].I[CH3:34]. The catalyst is C1COCC1. The product is [CH3:34][N:7]([C:5]([C:1]([CH3:4])([CH3:2])[CH3:3])=[O:6])[C:8]1[CH:9]=[CH:10][C:11]([C:14]2[CH:15]=[CH:16][C:17]3[N:18]([C:20]([C:23]4[CH:28]=[CH:27][CH:26]=[CH:25][C:24]=4[O:29][CH3:30])=[N:21][N:22]=3)[CH:19]=2)=[CH:12][CH:13]=1. The yield is 0.310. (2) The catalyst is C(O)C. The product is [C:3]([O:7][C:8]([NH:10][C@H:11]1[C@@H:15]([CH3:16])[CH2:14][N:13]([C:17]2[CH:26]=[C:25]3[C:20]([C:21](=[O:35])[C:22]([C:30]([OH:32])=[O:31])=[CH:23][N:24]3[CH:27]3[CH2:29][CH2:28]3)=[CH:19][C:18]=2[F:36])[CH2:12]1)=[O:9])([CH3:4])([CH3:5])[CH3:6]. The reactants are [OH-].[Na+].[C:3]([O:7][C:8]([NH:10][C@H:11]1[C@@H:15]([CH3:16])[CH2:14][N:13]([C:17]2[CH:26]=[C:25]3[C:20]([C:21](=[O:35])[C:22]([C:30]([O:32]CC)=[O:31])=[CH:23][N:24]3[CH:27]3[CH2:29][CH2:28]3)=[CH:19][C:18]=2[F:36])[CH2:12]1)=[O:9])([CH3:6])([CH3:5])[CH3:4].Cl. The yield is 0.582.